Dataset: Catalyst prediction with 721,799 reactions and 888 catalyst types from USPTO. Task: Predict which catalyst facilitates the given reaction. (1) Reactant: [CH2:1]([O:8][C:9]1[CH:14]=[CH:13][C:12]([CH2:15][C@H:16]([NH:42]C(=O)OC(C)(C)C)[C:17](=[O:41])[N:18]2[C@H:27]([C:28](=[O:40])[NH:29][C@H:30]3[C:39]4[C:34](=[CH:35][CH:36]=[CH:37][CH:38]=4)[CH2:33][CH2:32][CH2:31]3)[CH2:26][C:25]3[C:20](=[CH:21][CH:22]=[CH:23][CH:24]=3)[CH2:19]2)=[CH:11][CH:10]=1)[C:2]1[CH:7]=[CH:6][CH:5]=[CH:4][CH:3]=1.C(O)(C(F)(F)F)=O. Product: [NH2:42][C@@H:16]([CH2:15][C:12]1[CH:13]=[CH:14][C:9]([O:8][CH2:1][C:2]2[CH:7]=[CH:6][CH:5]=[CH:4][CH:3]=2)=[CH:10][CH:11]=1)[C:17]([N:18]1[C@H:27]([C:28]([NH:29][C@H:30]2[C:39]3[C:34](=[CH:35][CH:36]=[CH:37][CH:38]=3)[CH2:33][CH2:32][CH2:31]2)=[O:40])[CH2:26][C:25]2[C:20](=[CH:21][CH:22]=[CH:23][CH:24]=2)[CH2:19]1)=[O:41]. The catalyst class is: 2. (2) Reactant: Cl[C:2]1[N:7]=[CH:6][C:5]([OH:8])=[CH:4][CH:3]=1.[C:9]([C:13]1[CH:18]=[CH:17][C:16](B(O)O)=[CH:15][CH:14]=1)([CH3:12])([CH3:11])[CH3:10].[F-].[K+].O. Product: [C:9]([C:13]1[CH:18]=[CH:17][C:16]([C:2]2[N:7]=[CH:6][C:5]([OH:8])=[CH:4][CH:3]=2)=[CH:15][CH:14]=1)([CH3:12])([CH3:11])[CH3:10]. The catalyst class is: 11. (3) Product: [Br:1][C:2]1[CH:7]=[CH:6][C:5]([CH:8]([N:15]([CH3:16])[C:27](=[O:29])[CH2:26][N:25]([C:20]2[CH:21]=[CH:22][C:23]([Cl:24])=[C:18]([Cl:17])[CH:19]=2)[CH3:30])[CH2:9][N:10]2[CH2:14][CH2:13][CH2:12][CH2:11]2)=[CH:4][CH:3]=1. The catalyst class is: 2. Reactant: [Br:1][C:2]1[CH:7]=[CH:6][C:5]([CH:8]([NH:15][CH3:16])[CH2:9][N:10]2[CH2:14][CH2:13][CH2:12][CH2:11]2)=[CH:4][CH:3]=1.[Cl:17][C:18]1[CH:19]=[C:20]([N:25]([CH3:30])[CH2:26][C:27]([OH:29])=O)[CH:21]=[CH:22][C:23]=1[Cl:24].C(Cl)CCl.C1C=CC2N(O)N=NC=2C=1.C(N(CC)CC)C.